This data is from Full USPTO retrosynthesis dataset with 1.9M reactions from patents (1976-2016). The task is: Predict the reactants needed to synthesize the given product. (1) The reactants are: [NH2:1][C@H:2]([C:6]([OH:8])=[O:7])[CH2:3][CH2:4][OH:5].C([O-])(O)=O.[Na+].[C:14](ON1C(=O)CCC1=O)([O:16][CH2:17][CH:18]1[C:30]2[C:25](=[CH:26][CH:27]=[CH:28][CH:29]=2)[C:24]2[C:19]1=[CH:20][CH:21]=[CH:22][CH:23]=2)=[O:15].CCOCC.O. Given the product [C:14]([NH:1][C@H:2]([C:6]([OH:8])=[O:7])[CH2:3][CH2:4][OH:5])([O:16][CH2:17][CH:18]1[C:19]2[C:24](=[CH:23][CH:22]=[CH:21][CH:20]=2)[C:25]2[C:30]1=[CH:29][CH:28]=[CH:27][CH:26]=2)=[O:15], predict the reactants needed to synthesize it. (2) Given the product [CH2:21]([N:3]([CH2:1][CH3:2])[C:4]([C:6]1[CH:20]=[CH:19][C:9]([CH2:10][C:11]2[CH:16]=[CH:15][CH:14]=[CH:13][C:12]=2[OH:17])=[CH:8][CH:7]=1)=[O:5])[CH3:22], predict the reactants needed to synthesize it. The reactants are: [CH2:1]([N:3]([CH2:21][CH3:22])[C:4]([C:6]1[CH:20]=[CH:19][C:9]([CH2:10][C:11]2[CH:16]=[CH:15][CH:14]=[CH:13][C:12]=2[O:17]C)=[CH:8][CH:7]=1)=[O:5])[CH3:2].B(Br)(Br)Br. (3) The reactants are: Br[CH2:2][C:3]([C:5]1[CH:10]=[CH:9][CH:8]=[C:7]([Br:11])[CH:6]=1)=[O:4].[Cl:12][C:13]1[CH:18]=[C:17]([Cl:19])[CH:16]=[CH:15][C:14]=1[CH2:20][NH:21][CH3:22]. Given the product [Br:11][C:7]1[CH:6]=[C:5]([C:3](=[O:4])[CH2:2][N:21]([CH2:20][C:14]2[CH:15]=[CH:16][C:17]([Cl:19])=[CH:18][C:13]=2[Cl:12])[CH3:22])[CH:10]=[CH:9][CH:8]=1, predict the reactants needed to synthesize it.